Task: Predict the product of the given reaction.. Dataset: Forward reaction prediction with 1.9M reactions from USPTO patents (1976-2016) The product is: [Cl:1][C:2]1[C:3]([C:26]2[N:30]=[CH:29][N:28]([CH2:34][CH2:33][N:32]([CH3:36])[CH3:31])[N:27]=2)=[C:4]([NH:7][C:8](=[O:25])[CH2:9][N:10]2[C:19]3[C:14](=[CH:15][C:16]([C:20]([F:23])([F:22])[F:21])=[CH:17][CH:18]=3)[CH:13]=[CH:12][C:11]2=[O:24])[S:5][CH:6]=1. Given the reactants [Cl:1][C:2]1[C:3]([C:26]2[N:30]=[CH:29][NH:28][N:27]=2)=[C:4]([NH:7][C:8](=[O:25])[CH2:9][N:10]2[C:19]3[C:14](=[CH:15][C:16]([C:20]([F:23])([F:22])[F:21])=[CH:17][CH:18]=3)[CH:13]=[CH:12][C:11]2=[O:24])[S:5][CH:6]=1.[CH3:31][N:32]([CH3:36])[CH2:33][CH2:34]O, predict the reaction product.